This data is from CYP3A4 inhibition data for predicting drug metabolism from PubChem BioAssay. The task is: Regression/Classification. Given a drug SMILES string, predict its absorption, distribution, metabolism, or excretion properties. Task type varies by dataset: regression for continuous measurements (e.g., permeability, clearance, half-life) or binary classification for categorical outcomes (e.g., BBB penetration, CYP inhibition). Dataset: cyp3a4_veith. (1) The molecule is COCCNc1cc(-c2ccccc2CN(C)C)ncn1. The result is 0 (non-inhibitor). (2) The compound is CCn1c(SCc2cccc(Cl)c2)nnc1-c1cnn(-c2ccccc2)c1C(F)(F)F. The result is 1 (inhibitor). (3) The drug is C[C@@]12CC[C@@H]3[C@H](CC[C@H]4C[C@@H](O[C@@H]5O[C@H](CO)[C@@H](O)[C@H](O)[C@@H]5O)CC[C@]43C)[C@@]1(O)CC[C@@H]2C1=CCOC1=O. The result is 0 (non-inhibitor). (4) The drug is CCOC(=O)c1cnc2cc(-c3ccc(C)cc3)nn2c1-c1ccccc1. The result is 1 (inhibitor). (5) The molecule is CC(=O)Nc1ccccc1C(=O)C(=O)O. The result is 0 (non-inhibitor). (6) The compound is Oc1ccc(Cl)cc1C=Nc1cnc2ccccc2c1. The result is 0 (non-inhibitor). (7) The drug is CC(=O)c1cccc(NC(=O)Oc2ccccc2)c1. The result is 0 (non-inhibitor). (8) The compound is Cc1ccccc1-c1nc(N2CCNCC2)c2ccccc2n1. The result is 1 (inhibitor).